Dataset: Catalyst prediction with 721,799 reactions and 888 catalyst types from USPTO. Task: Predict which catalyst facilitates the given reaction. (1) Reactant: C([O:8][C:9]1[C:10]2[N:11]([C:15]([C:25]3[CH:30]=[CH:29][N:28]=[C:27]([NH:31][CH:32]4[CH2:36][CH2:35][CH2:34][CH2:33]4)[N:26]=3)=[C:16]([C:18]3[CH:23]=[CH:22][C:21]([F:24])=[CH:20][CH:19]=3)[N:17]=2)[CH:12]=[CH:13][CH:14]=1)C1C=CC=CC=1.[H][H]. The catalyst class is: 29. Product: [CH:32]1([NH:31][C:27]2[N:26]=[C:25]([C:15]3[N:11]4[CH:12]=[CH:13][CH:14]=[C:9]([OH:8])[C:10]4=[N:17][C:16]=3[C:18]3[CH:19]=[CH:20][C:21]([F:24])=[CH:22][CH:23]=3)[CH:30]=[CH:29][N:28]=2)[CH2:36][CH2:35][CH2:34][CH2:33]1. (2) Reactant: C(OC(=O)[NH:7][C:8]([CH3:16])([CH3:15])[CH2:9][CH2:10][CH2:11][N+:12]([O-:14])=[O:13])(C)(C)C.[C:18]([OH:24])([C:20]([F:23])([F:22])[F:21])=[O:19]. Product: [F:21][C:20]([F:23])([F:22])[C:18]([OH:24])=[O:19].[CH3:15][C:8]([NH2:7])([CH3:16])[CH2:9][CH2:10][CH2:11][N+:12]([O-:14])=[O:13]. The catalyst class is: 2. (3) Reactant: [NH:1]1[CH2:10][C:9]2[C:4](=[CH:5][CH:6]=[CH:7][CH:8]=2)[CH2:3][C@@H:2]1[C:11]([OH:13])=[O:12].[N+:14]([O-])([O-:16])=[O:15].[K+].[NH4+].[OH-]. Product: [N+:14]([C:7]1[CH:8]=[C:9]2[C:4]([CH2:3][C@H:2]([C:11]([OH:13])=[O:12])[NH:1][CH2:10]2)=[CH:5][CH:6]=1)([O-:16])=[O:15]. The catalyst class is: 82. (4) Reactant: [O:1]=[S:2]1(=[O:33])[C:7]2[CH:8]=[CH:9][CH:10]=[CH:11][C:6]=2[NH:5][C:4]([C:12]2[C:13](=[O:32])[N:14]([N:23]=[CH:24][C:25]3[CH:30]=[CH:29][CH:28]=[CH:27][C:26]=3[CH3:31])[C:15]3[C:20]([C:21]=2[OH:22])=[CH:19][CH:18]=[CH:17][CH:16]=3)=[N:3]1.CO.[BH4-].[Li+].Cl. Product: [O:33]=[S:2]1(=[O:1])[C:7]2[CH:8]=[CH:9][CH:10]=[CH:11][C:6]=2[NH:5][C:4]([C:12]2[C:13](=[O:32])[N:14]([NH:23][CH2:24][C:25]3[CH:30]=[CH:29][CH:28]=[CH:27][C:26]=3[CH3:31])[C:15]3[C:20]([C:21]=2[OH:22])=[CH:19][CH:18]=[CH:17][CH:16]=3)=[N:3]1. The catalyst class is: 30. (5) Reactant: [Cl:1][C:2]1[CH:3]=[C:4]([NH:9][C:10](=[O:18])[C:11]2[CH:16]=[CH:15][C:14]([CH3:17])=[CH:13][CH:12]=2)[CH:5]=[CH:6][C:7]=1[F:8].C([N:21](CC)CC)C.Cl.[N:27]1[CH:32]=[CH:31][CH:30]=[C:29]([CH:33]=[CH:34][C:35](Cl)=[O:36])[CH:28]=1.C(=O)([O-])[O-].[K+].[K+]. Product: [Cl:1][C:2]1[CH:3]=[C:4]([NH:9][C:10](=[O:18])[C:11]2[CH:16]=[CH:15][C:14]([CH3:17])=[C:13]([NH:21][C:35](=[O:36])[CH:34]=[CH:33][C:29]3[CH:28]=[N:27][CH:32]=[CH:31][CH:30]=3)[CH:12]=2)[CH:5]=[CH:6][C:7]=1[F:8]. The catalyst class is: 4.